This data is from Reaction yield outcomes from USPTO patents with 853,638 reactions. The task is: Predict the reaction yield, written as a fraction of the theoretical maximum amount of product (1.0 means a 100% yield; for example, 0.34 means a 34% yield). (1) The reactants are C([O-])([O-])=O.[K+].[K+].[CH2:7]([O:9][C:10](=[O:23])[C:11]1[CH:16]=[C:15](I)[C:14]([O:18][CH2:19][CH2:20][OH:21])=[C:13]([Br:22])[CH:12]=1)[CH3:8].[F:24][C:25]([F:36])([F:35])[C:26]1[CH:27]=[C:28](B(O)O)[CH:29]=[CH:30][CH:31]=1.C(Cl)Cl.Cl. The catalyst is C1C=CC(P(C2C=CC=CC=2)[C-]2C=CC=C2)=CC=1.C1C=CC(P(C2C=CC=CC=2)[C-]2C=CC=C2)=CC=1.Cl[Pd]Cl.[Fe+2].O1CCOCC1. The product is [CH2:7]([O:9][C:10](=[O:23])[C:11]1[CH:16]=[C:15]([C:30]2[CH:29]=[CH:28][CH:27]=[C:26]([C:25]([F:36])([F:35])[F:24])[CH:31]=2)[C:14]([O:18][CH2:19][CH2:20][OH:21])=[C:13]([C:30]2[CH:29]=[CH:28][CH:27]=[C:26]([C:25]([F:36])([F:35])[F:24])[CH:31]=2)[CH:12]=1)[CH3:8].[CH2:7]([O:9][C:10](=[O:23])[C:11]1[CH:16]=[C:15]([C:30]2[CH:29]=[CH:28][CH:27]=[C:26]([C:25]([F:36])([F:35])[F:24])[CH:31]=2)[C:14]([O:18][CH2:19][CH2:20][OH:21])=[C:13]([Br:22])[CH:12]=1)[CH3:8]. The yield is 0.360. (2) The reactants are [CH3:1][O:2][C:3]1[C:4]([O:16][CH2:17][CH2:18][CH2:19][Cl:20])=[CH:5][C:6]([N+:13]([O-])=O)=[C:7]([CH:12]=1)[C:8]([O:10][CH3:11])=[O:9].[H][H]. The catalyst is [Ni].CO. The product is [CH3:1][O:2][C:3]1[CH:12]=[C:7]([C:8]([O:10][CH3:11])=[O:9])[C:6]([NH2:13])=[CH:5][C:4]=1[O:16][CH2:17][CH2:18][CH2:19][Cl:20]. The yield is 0.950. (3) The reactants are [NH2:1][CH:2]1[CH2:7][CH2:6][O:5][CH2:4][CH2:3]1.O.[OH:9]N1C2C=CC=CC=2N=N1.Cl.C(N=C=NCCCN(C)C)C.[OH:31][C:32]([C:34]1[C:39](=O)[NH:38][CH:37]([NH:41][C:42]2[CH:43]=[CH:44][C:45]3[O:49][C:48]([CH2:50][CH3:51])=[C:47]([CH3:52])[C:46]=3[CH:53]=2)[N:36]([CH2:54][C:55]2[CH:60]=[CH:59][C:58]([Cl:61])=[CH:57][CH:56]=2)[CH:35]=1)=O. The catalyst is CN(C)C1C=CN=CC=1.O.CN(C=O)C. The product is [Cl:61][C:58]1[CH:59]=[CH:60][C:55]([CH2:54][N:36]2[C:35](=[O:9])[C:34]([C:32](=[O:31])[NH:1][CH:2]3[CH2:7][CH2:6][O:5][CH2:4][CH2:3]3)=[CH:39][N:38]=[C:37]2[NH:41][C:42]2[CH:43]=[CH:44][C:45]3[O:49][C:48]([CH2:50][CH3:51])=[C:47]([CH3:52])[C:46]=3[CH:53]=2)=[CH:56][CH:57]=1. The yield is 0.580.